Dataset: Full USPTO retrosynthesis dataset with 1.9M reactions from patents (1976-2016). Task: Predict the reactants needed to synthesize the given product. (1) Given the product [Cl:1][C:2]1[CH:3]=[CH:4][C:5]([O:17][CH2:18][C:19]2[CH:24]=[CH:23][CH:22]=[CH:21][CH:20]=2)=[C:6]([C:8]2[CH:13]=[CH:12][CH:11]=[CH:10][C:9]=2[C:26]2[N:31]=[C:30]([C:32]([O:34][CH2:35][CH3:36])=[O:33])[CH:29]=[CH:28][CH:27]=2)[CH:7]=1, predict the reactants needed to synthesize it. The reactants are: [Cl:1][C:2]1[CH:3]=[CH:4][C:5]([O:17][CH2:18][C:19]2[CH:24]=[CH:23][CH:22]=[CH:21][CH:20]=2)=[C:6]([C:8]2[CH:13]=[CH:12][CH:11]=[CH:10][C:9]=2B(O)O)[CH:7]=1.Br[C:26]1[N:31]=[C:30]([C:32]([O:34][CH2:35][CH3:36])=[O:33])[CH:29]=[CH:28][CH:27]=1.C(=O)([O-])[O-].[K+].[K+]. (2) Given the product [C:29]([C:13]1[N:14]2[CH2:19][CH2:18][N:17]([CH3:20])[CH2:16][C:15]2=[C:11]([C:9]([NH:8][C@@H:3]([C:2]([CH3:1])([CH3:28])[CH3:27])[C:4]([NH:6][CH3:7])=[O:5])=[O:10])[N:12]=1)(=[O:36])[C:30]1[CH:35]=[CH:34][CH:33]=[CH:32][CH:31]=1, predict the reactants needed to synthesize it. The reactants are: [CH3:1][C:2]([CH3:28])([CH3:27])[C@H:3]([NH:8][C:9]([C:11]1[N:12]=[C:13](C2C=CC=CC=2)[N:14]2[CH2:19][CH2:18][N:17]([CH3:20])[CH2:16][C:15]=12)=[O:10])[C:4]([NH:6][CH3:7])=[O:5].[C:29](C1N2CCNCC2=C(C(N[C@@H](C(C)(C)C)C(NC)=O)=O)N=1)(=[O:36])[C:30]1[CH:35]=[CH:34][CH:33]=[CH:32][CH:31]=1. (3) Given the product [CH3:24][N:25]([CH3:53])[C:26](=[O:52])[C:27]1[CH:32]=[CH:31][C:30]([NH:33][C:34]([NH:36][C:37]2[CH:38]=[CH:39][C:40]([C:2]3[N:11]=[C:10]([N:12]4[CH2:17][CH2:16][O:15][CH2:14][CH2:13]4)[C:9]4[C:4](=[CH:5][C:6]([C:18]5[CH:19]=[N:20][CH:21]=[N:22][CH:23]=5)=[CH:7][CH:8]=4)[N:3]=3)=[CH:41][CH:42]=2)=[O:35])=[CH:29][CH:28]=1, predict the reactants needed to synthesize it. The reactants are: Cl[C:2]1[N:11]=[C:10]([N:12]2[CH2:17][CH2:16][O:15][CH2:14][CH2:13]2)[C:9]2[C:4](=[CH:5][C:6]([C:18]3[CH:19]=[N:20][CH:21]=[N:22][CH:23]=3)=[CH:7][CH:8]=2)[N:3]=1.[CH3:24][N:25]([CH3:53])[C:26](=[O:52])[C:27]1[CH:32]=[CH:31][C:30]([NH:33][C:34]([NH:36][C:37]2[CH:42]=[CH:41][C:40](B3OC(C)(C)C(C)(C)O3)=[CH:39][CH:38]=2)=[O:35])=[CH:29][CH:28]=1.C(=O)([O-])[O-].[Cs+].[Cs+].CN(C=O)C. (4) Given the product [F:30][C:16]1[CH:15]=[C:14]([O:40][CH2:39][C:38]([F:42])([F:41])[F:37])[C:19]([F:20])=[CH:18][C:17]=1[C@@H:21]([NH:23][S@@:24]([C:26]([CH3:29])([CH3:28])[CH3:27])=[O:25])[CH3:22], predict the reactants needed to synthesize it. The reactants are: O=C1CCCCC1C(OCC)=O.Br[C:14]1[C:19]([F:20])=[CH:18][C:17]([C@@H:21]([NH:23][S@@:24]([C:26]([CH3:29])([CH3:28])[CH3:27])=[O:25])[CH3:22])=[C:16]([F:30])[CH:15]=1.C([O-])([O-])=O.[Cs+].[Cs+].[F:37][C:38]([F:42])([F:41])[CH2:39][OH:40]. (5) The reactants are: [NH2:1][C:2]1[CH:11]=[C:10]2[C:5]([CH:6]=[C:7]([C:15]3[C:16]([F:32])=[CH:17][C:18]([F:31])=[C:19]([NH:21][C:22]([NH:24][C:25]4[CH:30]=[CH:29][CH:28]=[CH:27][CH:26]=4)=[O:23])[CH:20]=3)[C:8](=[O:14])[N:9]2[CH2:12][CH3:13])=[CH:4][N:3]=1.[C:33](Cl)(=[O:35])[CH3:34].C1C[O:40][CH2:39][CH2:38]1. Given the product [C:33]([N:1]([C:2]1[CH:11]=[C:10]2[C:5]([CH:6]=[C:7]([C:15]3[CH:20]=[C:19]([NH:21][C:22]([NH:24][C:25]4[CH:26]=[CH:27][CH:28]=[CH:29][CH:30]=4)=[O:23])[C:18]([F:31])=[CH:17][C:16]=3[F:32])[C:8](=[O:14])[N:9]2[CH2:12][CH3:13])=[CH:4][N:3]=1)[C:39](=[O:40])[CH3:38])(=[O:35])[CH3:34], predict the reactants needed to synthesize it.